This data is from Full USPTO retrosynthesis dataset with 1.9M reactions from patents (1976-2016). The task is: Predict the reactants needed to synthesize the given product. (1) Given the product [OH:1][CH:2]([C:8]1[CH:9]=[N:10][CH:11]=[C:12]([C:14]2[CH:15]=[C:16]3[C:22]([C:23]4[CH:28]=[CH:27][CH:26]=[CH:25][C:24]=4[O:29][CH3:30])=[N:21][NH:20][C:17]3=[N:18][CH:19]=2)[CH:13]=1)[C:3]([N:5]([CH3:6])[CH3:7])=[O:4], predict the reactants needed to synthesize it. The reactants are: [OH:1][CH:2]([C:8]1[CH:9]=[N:10][CH:11]=[C:12]([C:14]2[CH:15]=[C:16]3[C:22]([C:23]4[CH:28]=[CH:27][CH:26]=[CH:25][C:24]=4[O:29][CH3:30])=[N:21][N:20](COCC[Si](C)(C)C)[C:17]3=[N:18][CH:19]=2)[CH:13]=1)[C:3]([N:5]([CH3:7])[CH3:6])=[O:4].Cl(O)(=O)(=O)=O. (2) Given the product [F:13][C:12]1[CH:11]=[CH:10][C:9]([CH3:14])=[CH:8][C:7]=1[CH:25]([C:18]1[C:19]2[C:24](=[CH:23][CH:22]=[CH:21][CH:20]=2)[N:15]=[CH:16][CH:17]=1)[OH:26], predict the reactants needed to synthesize it. The reactants are: [Li]CCCC.Br[C:7]1[CH:8]=[C:9]([CH3:14])[CH:10]=[CH:11][C:12]=1[F:13].[N:15]1[C:24]2[C:19](=[CH:20][CH:21]=[CH:22][CH:23]=2)[C:18]([CH:25]=[O:26])=[CH:17][CH:16]=1. (3) Given the product [C:2]1([P:8]([CH2:17][C:18]([CH2:19][P:8]([C:10]2[CH:11]=[CH:12][CH:13]=[CH:14][CH:15]=2)[C:2]2[CH:7]=[CH:6][CH:5]=[CH:4][CH:3]=2)([CH2:22][P:8]([C:2]2[CH:3]=[CH:4][CH:5]=[CH:6][CH:7]=2)[C:10]2[CH:11]=[CH:12][CH:13]=[CH:14][CH:15]=2)[CH3:21])[C:10]2[CH:15]=[CH:14][CH:13]=[CH:12][CH:11]=2)[CH:7]=[CH:6][CH:5]=[CH:4][CH:3]=1, predict the reactants needed to synthesize it. The reactants are: [Na].[C:2]1([P:8]([C:10]2[CH:15]=[CH:14][CH:13]=[CH:12][CH:11]=2)Cl)[CH:7]=[CH:6][CH:5]=[CH:4][CH:3]=1.Cl[CH2:17][C:18]([CH2:22]Cl)([CH3:21])[CH2:19]Cl.[OH-].[Na+]. (4) Given the product [CH:1]1(/[CH:4]=[C:9](\[CH2:10][CH2:11][CH2:12][CH3:13])/[C:7](=[O:6])[CH3:8])[CH2:3][CH2:2]1, predict the reactants needed to synthesize it. The reactants are: [CH:1]1([CH:4]=O)[CH2:3][CH2:2]1.[O:6]=[C:7]([CH:9](P(=O)(OCC)OCC)[CH2:10][CH2:11][CH2:12][CH3:13])[CH3:8]. (5) Given the product [C:14]([C:11]1[CH:12]=[CH:13][C:8]2[N:7]=[N:6][N:5]([CH2:4][C:3]3[CH:19]=[CH:20][C:21]([Cl:23])=[CH:22][C:2]=3[Cl:1])[C:9]=2[CH:10]=1)([OH:16])=[O:15], predict the reactants needed to synthesize it. The reactants are: [Cl:1][C:2]1[CH:22]=[C:21]([Cl:23])[CH:20]=[CH:19][C:3]=1[CH2:4][N:5]1[C:9]2[CH:10]=[C:11]([C:14]([O:16]CC)=[O:15])[CH:12]=[CH:13][C:8]=2[N:7]=[N:6]1.[OH-].[Na+].C(O)C.Cl. (6) Given the product [Cl:1][C:2]1[CH:3]=[CH:4][C:5]2[N:11]3[CH:12]=[CH:13][N:14]=[C:10]3[CH:9]([CH2:15][CH2:61][C:70]([N:69]3[CH2:72][CH2:39][CH:38]([CH2:50][CH2:51][C:52]([O:54][CH3:55])=[O:53])[CH2:37][CH2:68]3)=[O:71])[O:8][CH:7]([C:20]3[CH:25]=[CH:24][CH:23]=[C:22]([O:26][CH3:27])[C:21]=3[O:28][CH3:29])[C:6]=2[CH:30]=1, predict the reactants needed to synthesize it. The reactants are: [Cl:1][C:2]1[CH:3]=[CH:4][C:5]2[N:11]3[CH:12]=[CH:13][N:14]=[C:10]3[CH:9]([CH2:15]CC(O)=O)[O:8][CH:7]([C:20]3[CH:25]=[CH:24][CH:23]=[C:22]([O:26][CH3:27])[C:21]=3[O:28][CH3:29])[C:6]=2[CH:30]=1.Cl.C(N=C=N[CH2:37][CH2:38][CH2:39]N(C)C)C.Cl.N1([CH2:50][CH2:51][C:52]([O:54][CH3:55])=[O:53])CCNCC1.O.ON1C2C=CC=C[C:61]=2N=N1.Cl.[CH3:68][N:69]([CH3:72])[CH:70]=[O:71].